Dataset: Forward reaction prediction with 1.9M reactions from USPTO patents (1976-2016). Task: Predict the product of the given reaction. (1) Given the reactants [CH3:1][S:2][C:3]1[CH:20]=[CH:19][C:6]([CH2:7][N:8]2[C:16](=[O:17])[C:15]3[C:10](=[CH:11][CH:12]=[CH:13][CH:14]=3)[C:9]2=[O:18])=[CH:5][CH:4]=1.[N:21]#[C:22][NH2:23].CC(C)([O-])C.[K+].BrN1C(=O)CCC1=O, predict the reaction product. The product is: [C:22]([N:23]=[S:2]([C:3]1[CH:4]=[CH:5][C:6]([CH2:7][N:8]2[C:16](=[O:17])[C:15]3[C:10](=[CH:11][CH:12]=[CH:13][CH:14]=3)[C:9]2=[O:18])=[CH:19][CH:20]=1)[CH3:1])#[N:21]. (2) Given the reactants [CH3:1][O:2][C:3]1[CH:8]=[CH:7][C:6]([C:9]([C:13]2[CH:18]=[CH:17][C:16]([O:19][CH3:20])=[CH:15][CH:14]=2)=[CH:10][C:11]#[N:12])=[CH:5][CH:4]=1, predict the reaction product. The product is: [CH3:20][O:19][C:16]1[CH:15]=[CH:14][C:13]([CH:9]([C:6]2[CH:5]=[CH:4][C:3]([O:2][CH3:1])=[CH:8][CH:7]=2)[CH2:10][C:11]#[N:12])=[CH:18][CH:17]=1. (3) Given the reactants [C:1]([O:5][C:6](=[O:40])[NH:7][C@H:8]1[CH2:23][CH2:22][CH2:21][CH:20]=[CH:19][CH2:18][CH2:17][C@@H:16]([CH3:24])[CH2:15][C@@H:14]([C@@H:25]([OH:36])[CH2:26][C@H:27]([C:29](=[O:35])[NH:30][CH2:31][CH2:32][CH2:33][CH3:34])[CH3:28])[NH:13][C:12](=[O:37])[C@H:11]([CH3:38])[NH:10][C:9]1=[O:39])([CH3:4])([CH3:3])[CH3:2], predict the reaction product. The product is: [C:1]([O:5][C:6](=[O:40])[NH:7][C@H:8]1[CH2:23][CH2:22][CH2:21][CH2:20][CH2:19][CH2:18][CH2:17][C@@H:16]([CH3:24])[CH2:15][C@@H:14]([C@@H:25]([OH:36])[CH2:26][C@H:27]([C:29](=[O:35])[NH:30][CH2:31][CH2:32][CH2:33][CH3:34])[CH3:28])[NH:13][C:12](=[O:37])[C@H:11]([CH3:38])[NH:10][C:9]1=[O:39])([CH3:4])([CH3:3])[CH3:2]. (4) Given the reactants Cl.NO.C(=O)([O-])[O-].[K+].[K+].C(=O)([O-])[O-].[Na+].[Na+].C([O:18][C:19]([C:21]1[CH:22]=[N:23][O:24][C:25]=1[CH3:26])=[O:20])C.Cl, predict the reaction product. The product is: [CH3:26][C:25]1[O:24][N:23]=[CH:22][C:21]=1[C:19]([OH:20])=[O:18]. (5) Given the reactants CCC([CH2:6][O:7]C(C(N(CC[NH+](C)C)C)=O)(C1C=CC=CC=1)C1C=CC=CC=1)CC.[Cl-].[As](C)(C)(=O)[O-].[Na+].P([O:49][CH2:50][C@H:51]1[O:55][C@@H:54]([N:56]2[C:65]3N=CN=C(N)[C:59]=3N=C2)[C@H:53]([OH:66])[C@@H:52]1[OH:67])(OP(OP(O)(O)=O)(O)=O)(=O)O.[O:68]=[CH:69][C@H:70]([C@@H:72]([C@@H:74]([C@H:76]([CH3:78])[OH:77])[OH:75])[OH:73])[OH:71].C([O-])=[O:80], predict the reaction product. The product is: [C:65]([NH:56][C@@H:54]1[C@@H:53]([OH:66])[C@H:52]([O:67][C@@H:78]2[O:71][C@H:70]([CH2:69][OH:68])[C@H:72]([OH:73])[C@H:74]([OH:75])[C@H:76]2[OH:77])[C@@H:51]([CH2:50][OH:49])[O:55][CH:6]1[OH:7])(=[O:80])[CH3:59]. (6) Given the reactants [CH2:1]([NH:8][NH:9][C:10]([C:12]1[O:16][N:15]=[C:14]([C:17]2[CH:22]=[CH:21][C:20]([O:23][C:24]([F:27])([F:26])[F:25])=[CH:19][CH:18]=2)[N:13]=1)=O)[C:2]1[CH:7]=[CH:6][CH:5]=[CH:4][CH:3]=1.Cl.[C:29](=N)([NH2:36])[C:30]1[CH:35]=[CH:34][CH:33]=[N:32][CH:31]=1.[OH-:38].[Na+].[CH2:40]([OH:42])C, predict the reaction product. The product is: [F:27][C:24]([F:25])([F:26])[C:40]([O-:42])=[O:38].[CH2:1]([N:8]1[C:29]([C:30]2[CH:31]=[NH+:32][CH:33]=[CH:34][CH:35]=2)=[N:36][C:10]([C:12]2[O:16][N:15]=[C:14]([C:17]3[CH:22]=[CH:21][C:20]([O:23][C:24]([F:27])([F:26])[F:25])=[CH:19][CH:18]=3)[N:13]=2)=[N:9]1)[C:2]1[CH:7]=[CH:6][CH:5]=[CH:4][CH:3]=1. (7) Given the reactants [NH:1]1[C:5]2[CH:6]=[CH:7][CH:8]=[CH:9][C:4]=2[N:3]=[C:2]1[C:10]([N:12]1[CH2:15][CH:14]([C:16]2[C:17]([N:22]3[CH2:27][CH2:26][C:25](=[O:28])[CH2:24][CH2:23]3)=[N:18][CH:19]=[CH:20][N:21]=2)[CH2:13]1)=[O:11].[CH3:29][Mg+].[Br-], predict the reaction product. The product is: [NH:1]1[C:5]2[CH:6]=[CH:7][CH:8]=[CH:9][C:4]=2[N:3]=[C:2]1[C:10]([N:12]1[CH2:13][CH:14]([C:16]2[C:17]([N:22]3[CH2:27][CH2:26][C:25]([OH:28])([CH3:29])[CH2:24][CH2:23]3)=[N:18][CH:19]=[CH:20][N:21]=2)[CH2:15]1)=[O:11]. (8) Given the reactants Cl([O-])(=O)(=O)=O.[CH2:6]([N+:10]1[C:18]2[C:13]3[C:14](=[CH:19][CH:20]=[CH:21][C:12]=3[C:11]=1[CH:22]=[CH:23][CH:24]=[CH:25][CH:26]=[CH:27][CH:28]=[C:29]1[C:37]3[CH:38]=[CH:39][CH:40]=[C:35]4[C:36]=3[C:31](=[CH:32][CH:33]=[CH:34]4)[N:30]1[CH2:41][CH2:42][CH2:43][CH3:44])[CH:15]=[CH:16][CH:17]=2)[CH2:7][CH2:8][CH3:9].[F:45][C:46]([F:63])([S:59]([O-:62])(=[O:61])=[O:60])[CH:47]([O:52][C:53](=[O:58])[C:54]([CH3:57])([CH3:56])[CH3:55])[C:48]([F:51])([F:50])[F:49].[Na+].O, predict the reaction product. The product is: [F:63][C:46]([F:45])([S:59]([O-:62])(=[O:60])=[O:61])[CH:47]([O:52][C:53](=[O:58])[C:54]([CH3:56])([CH3:57])[CH3:55])[C:48]([F:49])([F:51])[F:50].[CH2:6]([N+:10]1[C:18]2[C:13]3[C:14](=[CH:19][CH:20]=[CH:21][C:12]=3[C:11]=1[CH:22]=[CH:23][CH:24]=[CH:25][CH:26]=[CH:27][CH:28]=[C:29]1[C:37]3[CH:38]=[CH:39][CH:40]=[C:35]4[C:36]=3[C:31](=[CH:32][CH:33]=[CH:34]4)[N:30]1[CH2:41][CH2:42][CH2:43][CH3:44])[CH:15]=[CH:16][CH:17]=2)[CH2:7][CH2:8][CH3:9].